Dataset: Forward reaction prediction with 1.9M reactions from USPTO patents (1976-2016). Task: Predict the product of the given reaction. Given the reactants [C:1]([OH:13])(=[O:12])[CH2:2][C:3]([CH2:8][C:9]([OH:11])=[O:10])([C:5]([OH:7])=[O:6])[OH:4].[CH3:14][C:15]1[CH:16]=[CH:17][C:18]([C:21]([CH:23]([CH2:25][N:26]2[CH2:31][CH2:30][CH2:29][CH2:28][CH2:27]2)[CH3:24])=[O:22])=[CH:19][CH:20]=1, predict the reaction product. The product is: [CH3:14][C:15]1[CH:16]=[CH:17][C:18]([C:21]([CH:23]([CH2:25][N:26]2[CH2:31][CH2:30][CH2:29][CH2:28][CH2:27]2)[CH3:24])=[O:22])=[CH:19][CH:20]=1.[C:1]([O-:13])(=[O:12])[CH2:2][C:3]([CH2:8][C:9]([O-:11])=[O:10])([C:5]([O-:7])=[O:6])[OH:4].